This data is from Full USPTO retrosynthesis dataset with 1.9M reactions from patents (1976-2016). The task is: Predict the reactants needed to synthesize the given product. (1) The reactants are: [CH3:1][O:2][C:3]1[CH:10]=[C:9]([O:11][CH3:12])[CH:8]=[CH:7][C:4]=1[CH2:5]O.[NH:13]1[C:17](=[O:18])[CH2:16][CH2:15][C:14]1=[O:19].ClCCl.C1(P(C2C=CC=CC=2)C2C=CC=CC=2)C=CC=CC=1. Given the product [CH3:1][O:2][C:3]1[CH:10]=[C:9]([O:11][CH3:12])[CH:8]=[CH:7][C:4]=1[CH2:5][N:13]1[C:17](=[O:18])[CH2:16][CH2:15][C:14]1=[O:19], predict the reactants needed to synthesize it. (2) The reactants are: Br[C:2]1[CH:3]=[C:4]([CH2:9][NH:10][C:11](=[O:38])[CH2:12][CH2:13][C:14]([NH:16][CH2:17][C:18]2[C:19]([NH:31][CH:32]3[CH2:37][CH2:36][O:35][CH2:34][CH2:33]3)=[C:20]3[CH:28]=[N:27][N:26]([CH2:29][CH3:30])[C:21]3=[N:22][C:23]=2[CH2:24][CH3:25])=[O:15])[CH:5]=[CH:6][C:7]=1[Cl:8].[CH:39]([C:41]1[CH:42]=[C:43](B(O)O)[CH:44]=[CH:45][CH:46]=1)=[O:40].C(=O)([O-])[O-].[Na+].[Na+]. Given the product [Cl:8][C:7]1[C:2]([C:45]2[CH:44]=[CH:43][CH:42]=[C:41]([CH:39]=[O:40])[CH:46]=2)=[CH:3][C:4]([CH2:9][NH:10][C:11](=[O:38])[CH2:12][CH2:13][C:14]([NH:16][CH2:17][C:18]2[C:19]([NH:31][CH:32]3[CH2:37][CH2:36][O:35][CH2:34][CH2:33]3)=[C:20]3[CH:28]=[N:27][N:26]([CH2:29][CH3:30])[C:21]3=[N:22][C:23]=2[CH2:24][CH3:25])=[O:15])=[CH:5][CH:6]=1, predict the reactants needed to synthesize it. (3) Given the product [CH:30]1([CH2:29][O:28][C:22]2[CH:23]=[CH:24][C:25]([F:27])=[CH:26][C:21]=2[C:20]2[CH:19]=[CH:18][N:17]=[C:16]3[C:12]([C:10]([NH:9][C@H:6]4[CH2:7][CH2:8][C@H:3]([NH:2][C:39](=[O:40])[C@@H:38]([OH:37])[CH3:42])[CH2:4][CH2:5]4)=[O:11])=[C:13]([CH3:33])[NH:14][C:15]=23)[CH2:31][CH2:32]1, predict the reactants needed to synthesize it. The reactants are: Cl.[NH2:2][C@H:3]1[CH2:8][CH2:7][C@H:6]([NH:9][C:10]([C:12]2[C:16]3=[N:17][CH:18]=[CH:19][C:20]([C:21]4[CH:26]=[C:25]([F:27])[CH:24]=[CH:23][C:22]=4[O:28][CH2:29][CH:30]4[CH2:32][CH2:31]4)=[C:15]3[NH:14][C:13]=2[CH3:33])=[O:11])[CH2:5][CH2:4]1.C([O:37][C@@H:38]([CH3:42])[C:39](Cl)=[O:40])(=O)C. (4) Given the product [CH:15]([C:16]1[N:21]=[C:20]([C:22]([O:24][CH3:25])=[O:23])[CH:19]=[CH:18][CH:17]=1)=[O:14], predict the reactants needed to synthesize it. The reactants are: C(Cl)(=O)C(Cl)=O.ClCCl.CS(C)=O.[OH:14][CH2:15][C:16]1[N:21]=[C:20]([C:22]([O:24][CH3:25])=[O:23])[CH:19]=[CH:18][CH:17]=1.C(N(CC)CC)C. (5) Given the product [CH2:1]([N:4]([CH3:20])[CH2:5][CH2:6][CH2:7][C:8]#[C:9][C:10]1[CH:11]=[C:12]2[C:16](=[CH:17][CH:18]=1)[N:15]([C:22]1[CH:27]=[CH:26][C:25]([C:28]([F:31])([F:30])[F:29])=[CH:24][CH:23]=1)[CH:14]=[C:13]2[CH3:19])[CH:2]=[CH2:3], predict the reactants needed to synthesize it. The reactants are: [CH2:1]([N:4]([CH3:20])[CH2:5][CH2:6][CH2:7][C:8]#[C:9][C:10]1[CH:11]=[C:12]2[C:16](=[CH:17][CH:18]=1)[NH:15][CH:14]=[C:13]2[CH3:19])[CH:2]=[CH2:3].I[C:22]1[CH:27]=[CH:26][C:25]([C:28]([F:31])([F:30])[F:29])=[CH:24][CH:23]=1. (6) Given the product [OH:22][C@@:7]([CH3:20])([CH2:6][CH2:5][C:4]1[C:9](=[O:8])[C:10]([CH3:13])=[C:11]([CH3:12])[C:2](=[O:1])[C:3]=1[CH3:21])[C:14]([NH:16][CH2:17][CH2:18][OH:19])=[O:15], predict the reactants needed to synthesize it. The reactants are: [OH:1][C:2]1[C:3]([CH3:21])=[C:4]2[C:9](=[C:10]([CH3:13])[C:11]=1[CH3:12])[O:8][C@:7]([CH3:20])([C:14]([NH:16][CH2:17][CH2:18][OH:19])=[O:15])[CH2:6][CH2:5]2.[O:22]=[N+]([O-])[O-].[O-][N+](=O)[O-].[O-][N+](=O)[O-].[O-][N+](=O)[O-].[O-][N+](=O)[O-].[O-][N+](=O)[O-].[Ce+4].[NH4+].[NH4+]. (7) Given the product [C:38]([Si:35]([O:34][CH2:33][C@@H:23]1[C@@H:22]([C@@:18]2([CH3:21])[CH2:19][CH2:20][C@H:15]([O:14][Si:7]([C:10]([CH3:12])([CH3:11])[CH3:13])([CH3:8])[CH3:9])[CH2:16][C@@H:17]2[CH2:42][O:43][Si:44]([C:47]([CH3:48])([CH3:50])[CH3:49])([CH3:46])[CH3:45])[CH2:30][CH2:29][C@@:28]2([CH3:31])[C@H:24]1[CH:25]=[CH:26][C:27]2=[CH2:1])([CH3:37])[CH3:36])([CH3:40])([CH3:39])[CH3:41], predict the reactants needed to synthesize it. The reactants are: [CH3:1]C([O-])(C)C.[K+].[Si:7]([O:14][C@H:15]1[CH2:20][CH2:19][C@@:18]([C@H:22]2[CH2:30][CH2:29][C@@:28]3([CH3:31])[C@@H:24]([CH:25]=[CH:26][C:27]3=O)[C@@H:23]2[CH2:33][O:34][Si:35]([C:38]([CH3:41])([CH3:40])[CH3:39])([CH3:37])[CH3:36])([CH3:21])[C@@H:17]([CH2:42][O:43][Si:44]([C:47]([CH3:50])([CH3:49])[CH3:48])([CH3:46])[CH3:45])[CH2:16]1)([C:10]([CH3:13])([CH3:12])[CH3:11])([CH3:9])[CH3:8].